From a dataset of Catalyst prediction with 721,799 reactions and 888 catalyst types from USPTO. Predict which catalyst facilitates the given reaction. (1) Reactant: C(OC([N:8]1[CH2:13][CH2:12][CH:11]([CH2:14][C:15]2[NH:16][CH:17]=[CH:18][CH:19]=2)[CH2:10][CH2:9]1)=O)(C)(C)C. Product: [NH:16]1[CH:17]=[CH:18][CH:19]=[C:15]1[CH2:14][CH:11]1[CH2:12][CH2:13][NH:8][CH2:9][CH2:10]1. The catalyst class is: 147. (2) Reactant: Br[C:2]1[N:3]=[C:4]2[C:10]([NH2:11])=[CH:9][N:8]([C:12]([C:25]3[CH:30]=[CH:29][CH:28]=[CH:27][CH:26]=3)([C:19]3[CH:24]=[CH:23][CH:22]=[CH:21][CH:20]=3)[C:13]3[CH:18]=[CH:17][CH:16]=[CH:15][CH:14]=3)[C:5]2=[N:6][CH:7]=1.[CH:31]([S:34]([C:37]1[CH:42]=[CH:41][C:40](B(O)O)=[CH:39][CH:38]=1)(=[O:36])=[O:35])([CH3:33])[CH3:32].C([O-])([O-])=O.[Na+].[Na+]. Product: [CH:31]([S:34]([C:37]1[CH:42]=[CH:41][C:40]([C:2]2[N:3]=[C:4]3[C:10]([NH2:11])=[CH:9][N:8]([C:12]([C:19]4[CH:20]=[CH:21][CH:22]=[CH:23][CH:24]=4)([C:13]4[CH:18]=[CH:17][CH:16]=[CH:15][CH:14]=4)[C:25]4[CH:30]=[CH:29][CH:28]=[CH:27][CH:26]=4)[C:5]3=[N:6][CH:7]=2)=[CH:39][CH:38]=1)(=[O:35])=[O:36])([CH3:33])[CH3:32]. The catalyst class is: 12. (3) Product: [Cl:14][C:10]1[N:11]=[C:7]([C:3]2[CH:2]=[N:1][CH:6]=[CH:5][CH:4]=2)[NH:8][C:9]=1[CH2:12][OH:13]. The catalyst class is: 714. Reactant: [N:1]1[CH:6]=[CH:5][CH:4]=[C:3]([C:7]2[NH:8][C:9]([CH2:12][OH:13])=[CH:10][N:11]=2)[CH:2]=1.[Cl:14]N1C(=O)CCC1=O.O.[Cl-].[Na+]. (4) Reactant: Br[C:2]1[CH:7]=[CH:6][N:5]=[CH:4][C:3]=1[CH:8]=[O:9].P([O-])([O-])([O-])=O.[K+].[K+].[K+].O1[CH2:23][CH2:22]OCC1. Product: [CH:8]([C:3]1[CH:4]=[N:5][CH:6]=[CH:7][C:2]=1[C:7]1[CH:2]=[C:3]([CH:8]=[CH:22][CH:23]=1)[C:4]#[N:5])=[O:9]. The catalyst class is: 535. (5) Reactant: C(O[C@@H]1[C@@H](O)[C@H](OCC2C=CC=CC=2)[C@@H](COCC2C=CC=CC=2)O[C@H]1[O:34][C@@H:35]1[C@@H:40]([CH2:41][O:42]CC2C=CC=CC=2)[O:39][C@H:38]([O:50][C@@H:51]2[C@@H:80]([O:81]CC3C=CC=CC=3)[C@H:79]([O:89]CC3C=CC=CC=3)[C@@H:78]([CH2:97][O:98]CC3C=CC=CC=3)[O:77][C@@H:52]2[O:53][CH2:54][CH2:55][CH2:56][CH2:57][CH:58](C(OCC2C=CC=CC=2)=O)[NH:59]CC2C=CC=CC=2)[C@H:37]([O:106]CC2C=CC=CC=2)[C@H:36]1[OH:114])(=O)C1C=CC=CC=1.C1COCC1.CC(O)=O. Product: [CH:38]1([O:50][C@@H:51]2[C@@H:80]([OH:81])[C@H:79]([OH:89])[C@@H:78]([CH2:97][OH:98])[O:77][C@@H:52]2[O:53][CH2:54][CH2:55][CH2:56][CH2:57][CH2:58][NH2:59])[O:39][C@H:40]([CH2:41][OH:42])[C@@H:35]([OH:34])[C@H:36]([OH:114])[C@H:37]1[OH:106]. The catalyst class is: 5.